This data is from Catalyst prediction with 721,799 reactions and 888 catalyst types from USPTO. The task is: Predict which catalyst facilitates the given reaction. (1) The catalyst class is: 186. Product: [NH2:16][C:11]1[CH:12]=[CH:13][CH:14]=[C:15]2[C:10]=1[C:9](=[O:19])[C:8]1([NH:20][C:21]([C:23]3[CH:24]=[N:25][N:26]4[C:31]([CH3:32])=[CH:30][C:29]([CH3:33])=[N:28][C:27]=34)=[O:22])[C:7]3[CH:34]=[CH:35][C:36]([CH:38]([CH3:40])[CH3:39])=[CH:37][C:6]=3[O:5][C:4]12[OH:3]. Reactant: Cl.O.[OH:3][C:4]12[C:15]3[C:10](=[C:11]([N+:16]([O-])=O)[CH:12]=[CH:13][CH:14]=3)[C:9](=[O:19])[C:8]1([NH:20][C:21]([C:23]1[CH:24]=[N:25][N:26]3[C:31]([CH3:32])=[CH:30][C:29]([CH3:33])=[N:28][C:27]=13)=[O:22])[C:7]1[CH:34]=[CH:35][C:36]([CH:38]([CH3:40])[CH3:39])=[CH:37][C:6]=1[O:5]2. (2) Reactant: [CH3:1][C:2]1[CH:3]=[C:4]([NH:16][C:17]2[C:27]3[CH:26]=[C:25]([C:28]([OH:30])=O)[CH2:24][CH2:23][NH:22][C:21]=3[N:20]=[CH:19][N:18]=2)[CH:5]=[CH:6][C:7]=1[O:8][C:9]1[CH:10]=[N:11][C:12]([CH3:15])=[CH:13][CH:14]=1.Cl.[NH2:32][CH2:33][CH2:34][S:35]([CH2:38][CH2:39][OH:40])(=[O:37])=[O:36].Cl.C(N=C=NCCCN(C)C)C.O.ON1C2C=CC=CC=2N=N1. Product: [OH:40][CH2:39][CH2:38][S:35]([CH2:34][CH2:33][NH:32][C:28]([C:25]1[CH2:24][CH2:23][NH:22][C:21]2[N:20]=[CH:19][N:18]=[C:17]([NH:16][C:4]3[CH:5]=[CH:6][C:7]([O:8][C:9]4[CH:10]=[N:11][C:12]([CH3:15])=[CH:13][CH:14]=4)=[C:2]([CH3:1])[CH:3]=3)[C:27]=2[CH:26]=1)=[O:30])(=[O:37])=[O:36]. The catalyst class is: 289. (3) The catalyst class is: 44. Reactant: [C:1]([C:3]1[CH:8]=[CH:7][C:6]([C:9]2[CH:10]=[N:11][N:12]([C:16]3[CH:31]=[CH:30][C:19]([C:20]([NH:22][CH2:23][CH:24]4[CH2:29][CH2:28][O:27][CH2:26][CH2:25]4)=[O:21])=[CH:18][N:17]=3)[C:13]=2[O:14]C)=[C:5]([CH3:32])[CH:4]=1)#[N:2].[Cl-].[Li+]. Product: [C:1]([C:3]1[CH:8]=[CH:7][C:6]([C:9]2[CH:10]=[N:11][N:12]([C:16]3[CH:31]=[CH:30][C:19]([C:20]([NH:22][CH2:23][CH:24]4[CH2:29][CH2:28][O:27][CH2:26][CH2:25]4)=[O:21])=[CH:18][N:17]=3)[C:13]=2[OH:14])=[C:5]([CH3:32])[CH:4]=1)#[N:2]. (4) Reactant: [CH3:1][C:2]1([CH3:30])[C:14]2[CH:13]=[C:12]([C:15]3[C:24]4[C:19](=[CH:20][CH:21]=[CH:22][CH:23]=4)[CH:18]=[CH:17][C:16]=3C(OCC)=O)[CH:11]=[CH:10][C:9]=2[C:8]2[C:3]1=[CH:4][CH:5]=[CH:6][CH:7]=2.[CH3:31][Li].[C:33]([OH:36])(=O)[CH3:34]. Product: [CH3:1][C:2]1([CH3:30])[C:14]2[CH:13]=[C:12]([C:15]3[C:24]4[C:19](=[CH:20][CH:21]=[CH:22][CH:23]=4)[CH:18]=[CH:17][C:16]=3[C:33]([OH:36])([CH3:34])[CH3:31])[CH:11]=[CH:10][C:9]=2[C:8]2[C:3]1=[CH:4][CH:5]=[CH:6][CH:7]=2. The catalyst class is: 165.